Dataset: Reaction yield outcomes from USPTO patents with 853,638 reactions. Task: Predict the reaction yield, written as a fraction of the theoretical maximum amount of product (1.0 means a 100% yield; for example, 0.34 means a 34% yield). (1) The reactants are [O:1]=[C:2]1[NH:6][C@@H:5]([C:7]([O:9][CH2:10][CH3:11])=[O:8])[CH2:4][CH2:3]1.CN(C=O)C.Br[CH2:18][C:19]1[CH:24]=[CH:23][CH:22]=[CH:21][C:20]=1[C:25]([F:28])([F:27])[F:26].C([O-])([O-])=O.[K+].[K+].C1OCCOCCOCCOCCOCCOC1. The catalyst is O. The product is [CH2:10]([O:9][C:7]([C@H:5]1[CH2:4][CH2:3][C:2](=[O:1])[N:6]1[CH2:18][C:19]1[CH:24]=[CH:23][CH:22]=[CH:21][C:20]=1[C:25]([F:26])([F:27])[F:28])=[O:8])[CH3:11]. The yield is 0.120. (2) The reactants are CCCC[N+](CCCC)(CCCC)CCCC.[F-].[Si]([O:36][CH2:37][CH2:38][CH2:39][N:40]1[C:44]2=[N:45][CH:46]=[CH:47][CH:48]=[C:43]2[C:42]([C:49]2[C:50](=[O:68])[NH:51][C:52](=[O:67])[C:53]=2[C:54]2[C:59]3[O:60][C:61]4[CH:66]=[CH:65][CH:64]=[CH:63][C:62]=4[C:58]=3[CH:57]=[CH:56][CH:55]=2)=[CH:41]1)(C(C)(C)C)(C1C=CC=CC=1)C1C=CC=CC=1. The catalyst is C1COCC1. The product is [CH:57]1[C:58]2[C:62]3[CH:63]=[CH:64][CH:65]=[CH:66][C:61]=3[O:60][C:59]=2[C:54]([C:53]2[C:52](=[O:67])[NH:51][C:50](=[O:68])[C:49]=2[C:42]2[C:43]3[C:44](=[N:45][CH:46]=[CH:47][CH:48]=3)[N:40]([CH2:39][CH2:38][CH2:37][OH:36])[CH:41]=2)=[CH:55][CH:56]=1. The yield is 0.710. (3) The reactants are [Br:1][CH2:2][C:3]([NH:5][CH:6]([C:8]1[N:9](C2CCCCO2)[C:10]2[C:15]([N:16]=1)=[C:14]([N:17]1[CH2:22][CH2:21][O:20][CH2:19][CH2:18]1)[N:13]=[C:12]([Cl:23])[N:11]=2)[CH3:7])=[O:4].O.C1(C)C=CC(S(O)(=O)=O)=CC=1.O.C(=O)(O)[O-].[Na+]. The catalyst is CO. The product is [Br:1][CH2:2][C:3]([NH:5][CH:6]([C:8]1[NH:9][C:10]2[C:15]([N:16]=1)=[C:14]([N:17]1[CH2:18][CH2:19][O:20][CH2:21][CH2:22]1)[N:13]=[C:12]([Cl:23])[N:11]=2)[CH3:7])=[O:4]. The yield is 0.760.